From a dataset of Retrosynthesis with 50K atom-mapped reactions and 10 reaction types from USPTO. Predict the reactants needed to synthesize the given product. (1) Given the product CC(N)C1(c2ccc(Cl)c(Cl)c2)CCC1, predict the reactants needed to synthesize it. The reactants are: CC(=O)C1(c2ccc(Cl)c(Cl)c2)CCC1.[BH3-]C#N. (2) Given the product O=C(O)CCN1CCN(C(=O)N2CCC3(CCN(c4ccncc4)CC3)C2)CC1=O, predict the reactants needed to synthesize it. The reactants are: CCOC(=O)CCN1CCN(C(=O)N2CCC3(CCN(c4ccncc4)CC3)C2)CC1=O. (3) Given the product C#Cc1nc(C(=O)OCC)c(O)c2onc(-c3ccccc3)c12, predict the reactants needed to synthesize it. The reactants are: CCOC(=O)c1nc(C#C[Si](C)(C)C)c2c(-c3ccccc3)noc2c1O. (4) Given the product C[C@@H](O)[C@H]1CC[C@H]2/C(=C/Br)CCC[C@]12C, predict the reactants needed to synthesize it. The reactants are: CC(=O)[C@H]1CC[C@H]2/C(=C/Br)CCC[C@]12C.OO. (5) Given the product CC(C)(C)OC(=O)N1CCC(CN)(C(=O)Nc2ccc(F)cn2)CC1, predict the reactants needed to synthesize it. The reactants are: CC(C)(C)OC(=O)N1CCC(C#N)(C(=O)Nc2ccc(F)cn2)CC1. (6) Given the product Cc1nnnn1-c1ccc(C(CC2CCCC2)C(=O)O)cc1F, predict the reactants needed to synthesize it. The reactants are: COC(=O)C(CC1CCCC1)c1ccc(-n2nnnc2C)c(F)c1.